Regression. Given a peptide amino acid sequence and an MHC pseudo amino acid sequence, predict their binding affinity value. This is MHC class II binding data. From a dataset of Peptide-MHC class II binding affinity with 134,281 pairs from IEDB. (1) The peptide sequence is IQNSLSTEWSPCSVT. The MHC is HLA-DPA10103-DPB10401 with pseudo-sequence HLA-DPA10103-DPB10401. The binding affinity (normalized) is 0.407. (2) The peptide sequence is VLAKSPDTTCSEIEE. The MHC is HLA-DPA10103-DPB10401 with pseudo-sequence HLA-DPA10103-DPB10401. The binding affinity (normalized) is 0. (3) The peptide sequence is SIKAVYNFATCGIFA. The MHC is DRB1_0701 with pseudo-sequence DRB1_0701. The binding affinity (normalized) is 0.801. (4) The peptide sequence is CCPVNFKKCCPLVCGKAIQF. The MHC is HLA-DQA10501-DQB10201 with pseudo-sequence HLA-DQA10501-DQB10201. The binding affinity (normalized) is 0. (5) The peptide sequence is PGVDYTITVYAVTYY. The MHC is HLA-DPA10201-DPB10501 with pseudo-sequence HLA-DPA10201-DPB10501. The binding affinity (normalized) is 0.185. (6) The peptide sequence is MYWISNGTGNIVSSV. The MHC is DRB1_1302 with pseudo-sequence DRB1_1302. The binding affinity (normalized) is 0.859. (7) The peptide sequence is TATAAVGAATGAATA. The MHC is HLA-DQA10102-DQB10602 with pseudo-sequence HLA-DQA10102-DQB10602. The binding affinity (normalized) is 0.703.